Dataset: Forward reaction prediction with 1.9M reactions from USPTO patents (1976-2016). Task: Predict the product of the given reaction. (1) Given the reactants CC(OI1(OC(C)=O)(OC(C)=O)OC(=O)C2C1=CC=CC=2)=O.[OH:23][CH:24]([C:26]1[N:31]=[C:30]([CH2:32][CH:33]([CH3:46])[CH2:34][O:35]/[N:36]=[C:37](/[C:39]2[CH:44]=[CH:43][CH:42]=[C:41]([CH3:45])[N:40]=2)\[CH3:38])[CH:29]=[CH:28][CH:27]=1)[CH3:25].C(=O)([O-])O.[Na+].S([O-])([O-])(=O)=S.[Na+].[Na+], predict the reaction product. The product is: [CH3:46][CH:33]([CH2:34][O:35]/[N:36]=[C:37](/[C:39]1[CH:44]=[CH:43][CH:42]=[C:41]([CH3:45])[N:40]=1)\[CH3:38])[CH2:32][C:30]1[N:31]=[C:26]([C:24](=[O:23])[CH3:25])[CH:27]=[CH:28][CH:29]=1. (2) Given the reactants [Cl-].[Cl-].[Ca+2].C(S)[C@@H](O)[C@H]([OH:9])CS.[Na+].[Cl-].C(O)C(N)(CO)CO.Cl.C([O:25][C:26](=[O:44])[C@H:27]([CH2:37][CH2:38][CH2:39][NH:40][C:41](=N)[NH2:42])[NH:28]C(=O)C1C=CC=CC=1)C, predict the reaction product. The product is: [NH2:28][C@H:27]([C:26]([OH:25])=[O:44])[CH2:37][CH2:38][CH2:39][NH:40][C:41]([NH2:42])=[O:9]. (3) Given the reactants C([C:3]1[CH:4]=[C:5]2[C:9](=[CH:10][CH:11]=1)[N:8]([CH:12]1[CH2:17][CH2:16][CH2:15][CH2:14][O:13]1)[N:7]=[C:6]2[C:18]1[CH:19]=[C:20]([CH:24]=[CH:25][CH:26]=1)[C:21]([OH:23])=O)#N.[CH:27]1([NH2:31])[CH2:30][CH2:29][CH2:28]1.C1C=CC2N(O)N=[N:38][C:36]=2C=1.CCN=C=NCCCN(C)C.Cl, predict the reaction product. The product is: [C:36]([CH:15]1[CH2:14][O:13][CH:12]([N:8]2[C:9]3[C:5](=[CH:4][CH:3]=[CH:11][CH:10]=3)[C:6]([C:18]3[CH:19]=[C:20]([C:21]([NH:31][CH:27]4[CH2:30][CH2:29][CH2:28]4)=[O:23])[CH:24]=[CH:25][CH:26]=3)=[N:7]2)[CH2:17][CH2:16]1)#[N:38]. (4) Given the reactants [NH2:1][C:2]1[CH:3]=[C:4]([C@@H:9]([O:39][Si](CC)(CC)CC)[CH2:10][N:11](C(OC(C)(C)C)=O)[CH2:12][CH2:13][O:14][C:15]2[CH:23]=[C:22]3[C:18]([C:19]([Cl:31])=[N:20][N:21]3C(OC(C)(C)C)=O)=[CH:17][CH:16]=2)[CH:5]=[CH:6][C:7]=1[F:8].C(Cl)Cl.NC1C=C([C@@H](O[Si](CC)(CC)CC)CN(C(OC(C)(C)C)=O)CCOC2C=C3C(C(Cl)=NN3C(OC(C)(C)C)=O)=CC=2)C=CC=1F.[C:96]1([S:102](Cl)(=[O:104])=[O:103])[CH:101]=[CH:100][CH:99]=[CH:98][CH:97]=1.C(Cl)Cl.C(O)C(N)(CO)CO, predict the reaction product. The product is: [Cl:31][C:19]1[C:18]2[C:22](=[CH:23][C:15]([O:14][CH2:13][CH2:12][NH:11][CH2:10][C@@H:9]([C:4]3[CH:5]=[CH:6][C:7]([F:8])=[C:2]([NH:1][S:102]([C:96]4[CH:101]=[CH:100][CH:99]=[CH:98][CH:97]=4)(=[O:104])=[O:103])[CH:3]=3)[OH:39])=[CH:16][CH:17]=2)[NH:21][N:20]=1.[ClH:31]. (5) Given the reactants [OH-].[Na+].[NH:3]1[CH2:11][CH2:10][CH2:9][CH:5]([C:6]([OH:8])=[O:7])[CH2:4]1.[CH2:12]([S:16](Cl)(=[O:18])=[O:17])[CH2:13][CH2:14][CH3:15], predict the reaction product. The product is: [CH2:12]([S:16]([N:3]1[CH2:11][CH2:10][CH2:9][CH:5]([C:6]([OH:8])=[O:7])[CH2:4]1)(=[O:18])=[O:17])[CH2:13][CH2:14][CH3:15]. (6) Given the reactants [CH2:1]([N:8]1[CH2:15][CH:14]2[CH:10]([C:11](=[O:21])[C:12]3[C:18]([Br:19])=[C:17]([Br:20])[S:16][C:13]=32)[CH2:9]1)[C:2]1[CH:7]=[CH:6][CH:5]=[CH:4][CH:3]=1.[BH4-].[Na+].CC(O)=O.C([O-])(O)=O.[Na+], predict the reaction product. The product is: [CH2:1]([N:8]1[CH2:15][CH:14]2[CH:10]([CH:11]([OH:21])[C:12]3[C:18]([Br:19])=[C:17]([Br:20])[S:16][C:13]=32)[CH2:9]1)[C:2]1[CH:7]=[CH:6][CH:5]=[CH:4][CH:3]=1.